This data is from Reaction yield outcomes from USPTO patents with 853,638 reactions. The task is: Predict the reaction yield, written as a fraction of the theoretical maximum amount of product (1.0 means a 100% yield; for example, 0.34 means a 34% yield). (1) The reactants are [B:10]1([B:10]2[O:14][C:13]([CH3:16])([CH3:15])[C:12]([CH3:18])([CH3:17])[O:11]2)[O:14][C:13]([CH3:16])([CH3:15])[C:12]([CH3:18])([CH3:17])[O:11]1.CC([O-])=O.[K+].FC(F)(F)S(O[C:30]1[CH:35]=[CH:34][C:33]([C:36]2[C:37](=[O:52])[C:38]3[C:39]([O:50][CH:51]=2)=[C:40]2[C:45](=[CH:46][CH:47]=3)[O:44][C:43]([CH3:49])([CH3:48])[CH:42]=[CH:41]2)=[CH:32][CH:31]=1)(=O)=O. The catalyst is C1C=CC(P(C2C=CC=CC=2)[C-]2C=CC=C2)=CC=1.C1C=CC(P(C2C=CC=CC=2)[C-]2C=CC=C2)=CC=1.Cl[Pd]Cl.[Fe+2].O1CCOCC1. The product is [CH3:48][C:43]1([CH3:49])[CH:42]=[CH:41][C:40]2[C:45](=[CH:46][CH:47]=[C:38]3[C:37](=[O:52])[C:36]([C:33]4[CH:34]=[CH:35][C:30]([B:10]5[O:11][C:12]([CH3:17])([CH3:18])[C:13]([CH3:15])([CH3:16])[O:14]5)=[CH:31][CH:32]=4)=[CH:51][O:50][C:39]3=2)[O:44]1. The yield is 0.470. (2) The reactants are [Cl-].O[NH3+:3].[C:4](=[O:7])([O-])[OH:5].[Na+].CS(C)=O.[OH:13][C:14]([CH3:50])([CH3:49])[CH2:15][O:16][C:17]1[CH:22]=[CH:21][C:20]([N:23]2[C:28](=[O:29])[C:27]([CH2:30][C:31]3[CH:36]=[CH:35][C:34]([C:37]4[C:38]([C:43]#[N:44])=[CH:39][CH:40]=[CH:41][CH:42]=4)=[CH:33][CH:32]=3)=[C:26]([CH2:45][CH2:46][CH3:47])[N:25]=[C:24]2[CH3:48])=[CH:19][CH:18]=1. The catalyst is O.C(OCC)(=O)C. The product is [OH:13][C:14]([CH3:49])([CH3:50])[CH2:15][O:16][C:17]1[CH:22]=[CH:21][C:20]([N:23]2[C:28](=[O:29])[C:27]([CH2:30][C:31]3[CH:36]=[CH:35][C:34]([C:37]4[CH:42]=[CH:41][CH:40]=[CH:39][C:38]=4[C:43]4[NH:3][C:4](=[O:7])[O:5][N:44]=4)=[CH:33][CH:32]=3)=[C:26]([CH2:45][CH2:46][CH3:47])[N:25]=[C:24]2[CH3:48])=[CH:19][CH:18]=1. The yield is 0.680.